Task: Predict the product of the given reaction.. Dataset: Forward reaction prediction with 1.9M reactions from USPTO patents (1976-2016) Given the reactants [Cl:1][C:2]1[CH:20]=[C:19]([F:21])[CH:18]=[CH:17][C:3]=1[C:4]([NH:6][C:7]1[CH:12]=[CH:11][C:10]([F:13])=[C:9]([N+:14]([O-])=O)[CH:8]=1)=[O:5].Cl.[OH-].[Na+], predict the reaction product. The product is: [NH2:14][C:9]1[CH:8]=[C:7]([NH:6][C:4](=[O:5])[C:3]2[CH:17]=[CH:18][C:19]([F:21])=[CH:20][C:2]=2[Cl:1])[CH:12]=[CH:11][C:10]=1[F:13].